This data is from Reaction yield outcomes from USPTO patents with 853,638 reactions. The task is: Predict the reaction yield, written as a fraction of the theoretical maximum amount of product (1.0 means a 100% yield; for example, 0.34 means a 34% yield). (1) The reactants are [CH2:1]([O:8][CH2:9][C:10]([NH:12][C:13]1[C:17]2[CH:18]=[N:19][C:20](Cl)=[CH:21][C:16]=2[N:15]([CH:23]([CH3:25])[CH3:24])[CH:14]=1)=[O:11])[C:2]1[CH:7]=[CH:6][CH:5]=[CH:4][CH:3]=1.[CH:26]1([S:29]([N:32]2[CH:36]=[C:35]([C:37]3[N:42]=[C:41]([NH2:43])[CH:40]=[CH:39][N:38]=3)[CH:34]=[N:33]2)(=[O:31])=[O:30])[CH2:28][CH2:27]1.C1(P(C2CCCCC2)C2C=CC=CC=2C2C(C(C)C)=CC(C(C)C)=CC=2C(C)C)CCCCC1.C(=O)([O-])[O-].[Cs+].[Cs+]. The catalyst is C1C=CC(/C=C/C(/C=C/C2C=CC=CC=2)=O)=CC=1.C1C=CC(/C=C/C(/C=C/C2C=CC=CC=2)=O)=CC=1.C1C=CC(/C=C/C(/C=C/C2C=CC=CC=2)=O)=CC=1.[Pd].[Pd].O1CCOCC1. The product is [CH2:1]([O:8][CH2:9][C:10]([NH:12][C:13]1[C:17]2[CH:18]=[N:19][C:20]([NH:43][C:41]3[CH:40]=[CH:39][N:38]=[C:37]([C:35]4[CH:34]=[N:33][N:32]([S:29]([CH:26]5[CH2:28][CH2:27]5)(=[O:31])=[O:30])[CH:36]=4)[N:42]=3)=[CH:21][C:16]=2[N:15]([CH:23]([CH3:25])[CH3:24])[CH:14]=1)=[O:11])[C:2]1[CH:7]=[CH:6][CH:5]=[CH:4][CH:3]=1. The yield is 0.200. (2) The catalyst is [Fe].O. The yield is 1.00. The product is [NH2:37][C:35]1[CH:34]=[CH:33][C:3]([O:4][C:5]2[CH:6]=[CH:7][N:40]=[C:9]3[CH:13]=[C:12]([C:14]4[N:19]=[C:18]([CH2:20][N:21]([CH2:29][CH2:30][O:31][CH3:32])[C:22](=[O:28])[O:23][C:24]([CH3:25])([CH3:27])[CH3:26])[CH:17]=[CH:16][CH:15]=4)[S:11][C:10]=23)=[C:2]([F:1])[CH:36]=1. The reactants are [F:1][C:2]1[CH:36]=[C:35]([N+:37]([O-])=O)[CH:34]=[CH:33][C:3]=1[O:4][C:5]1[C:10]2[S:11][C:12]([C:14]3[N:19]=[C:18]([CH2:20][N:21]([CH2:29][CH2:30][O:31][CH3:32])[C:22](=[O:28])[O:23][C:24]([CH3:27])([CH3:26])[CH3:25])[CH:17]=[CH:16][CH:15]=3)=[CH:13][C:9]=2C=[CH:7][CH:6]=1.[NH4+:40].[Cl-].CCO. (3) The reactants are Br[C:2]1[C:3]([O:20][CH3:21])=[C:4]([CH:10]([NH:12][C:13](=[O:19])[O:14][C:15]([CH3:18])([CH3:17])[CH3:16])[CH3:11])[CH:5]=[C:6]([Cl:9])[C:7]=1[CH3:8].CC1(C)C(C)(C)OB([C:30]2[CH:31]=[CH:32][C:33]([CH:36]=[O:37])=[N:34][CH:35]=2)O1.C(=O)([O-])[O-].[K+].[K+].N#N. The catalyst is O1CCOCC1.O.C1C=CC([P]([Pd]([P](C2C=CC=CC=2)(C2C=CC=CC=2)C2C=CC=CC=2)([P](C2C=CC=CC=2)(C2C=CC=CC=2)C2C=CC=CC=2)[P](C2C=CC=CC=2)(C2C=CC=CC=2)C2C=CC=CC=2)(C2C=CC=CC=2)C2C=CC=CC=2)=CC=1. The product is [Cl:9][C:6]1[C:7]([CH3:8])=[C:2]([C:30]2[CH:35]=[N:34][C:33]([CH:36]=[O:37])=[CH:32][CH:31]=2)[C:3]([O:20][CH3:21])=[C:4]([CH:10]([NH:12][C:13](=[O:19])[O:14][C:15]([CH3:18])([CH3:17])[CH3:16])[CH3:11])[CH:5]=1. The yield is 0.700.